From a dataset of Peptide-MHC class I binding affinity with 185,985 pairs from IEDB/IMGT. Regression. Given a peptide amino acid sequence and an MHC pseudo amino acid sequence, predict their binding affinity value. This is MHC class I binding data. (1) The peptide sequence is KDCTERQA. The MHC is Mamu-A11 with pseudo-sequence Mamu-A11. The binding affinity (normalized) is 0. (2) The peptide sequence is VVSYEAGEW. The MHC is HLA-A02:16 with pseudo-sequence HLA-A02:16. The binding affinity (normalized) is 0.0847. (3) The peptide sequence is EIARIENEMK. The MHC is HLA-A31:01 with pseudo-sequence HLA-A31:01. The binding affinity (normalized) is 0. (4) The peptide sequence is GGPIYRRV. The MHC is Mamu-A02 with pseudo-sequence Mamu-A02. The binding affinity (normalized) is 0. (5) The peptide sequence is SFYVNRGFK. The MHC is HLA-A01:01 with pseudo-sequence HLA-A01:01. The binding affinity (normalized) is 0.0847. (6) The peptide sequence is TVIRFWHAM. The MHC is HLA-B15:17 with pseudo-sequence HLA-B15:17. The binding affinity (normalized) is 0.475. (7) The peptide sequence is DTAVYYCAR. The MHC is HLA-B08:01 with pseudo-sequence HLA-B08:01. The binding affinity (normalized) is 0.0838. (8) The MHC is HLA-A02:01 with pseudo-sequence HLA-A02:01. The peptide sequence is ILYMVVDGSV. The binding affinity (normalized) is 0.568. (9) The peptide sequence is TTINYTLWR. The MHC is HLA-A68:01 with pseudo-sequence HLA-A68:01. The binding affinity (normalized) is 0.834. (10) The peptide sequence is MHEDIISLW. The MHC is HLA-B40:01 with pseudo-sequence HLA-B40:01. The binding affinity (normalized) is 0.